From a dataset of Experimentally validated miRNA-target interactions with 360,000+ pairs, plus equal number of negative samples. Binary Classification. Given a miRNA mature sequence and a target amino acid sequence, predict their likelihood of interaction. (1) The protein sequence of the target gene is MGPQRPALRAPLLLLFLLLFLDTSVWAQDATRFKHLRKYVYSYEAESSSGVRGTADSRSATKINCKVELEVPQVCTLIMRTSQCTLKEVYGFNPEGKALMKKTKNSEEFASAMSRYELKLAFPEGKRVALYPDLGEPNYILNIKRGIISALLVPPETEEDKQVLFQDTVYGNCSTQVTVNSRKGTVATEMSTERNLQHCDGFQPISTSVSPLALIKGLVRPLSTLISSSQSCQYTLEPKRKHVSEAICNEQHLFLPFSYKNKYGIMTHVTQKLSLEDTPKINSRFFRGGINQVGLAFEST.... Result: 0 (no interaction). The miRNA is hsa-miR-3660 with sequence ACUGACAGGAGAGCAUUUUGA. (2) The miRNA is rno-miR-434-3p with sequence UUUGAACCAUCACUCGACUCCU. The protein sequence of the target gene is MAALGGDGLRLLSVSRPERQPESAALSGPGSGLCCWVSVFSCFSLACSYVGSLYVWKSELPRDHPAVIKRRSTSVLVVSSLSPLCVLLWRELTGIQPGTSLLTLMGFRLEGIFPAALLPLLLTMILFLGPLMQLSMDCPCDLTDGLKVVLAPRSWARCLTDMRWLRNQVIAPLTEELVFRACMLPMLAPCTGLGPAVFTCPLFFGVAHFHHIIEQLRFRQSSVGSIFVSAAFQFSYTAVFGAYTAFLFIRTGHLIGPVLCHSFCNYMGFPAVCAALEHPQKWPLLAGYALGVGLFLLLLQ.... Result: 0 (no interaction). (3) The miRNA is hsa-miR-371a-3p with sequence AAGUGCCGCCAUCUUUUGAGUGU. The protein sequence of the target gene is MAGTYSSTLKTLEDLTLDSGYGAGDSCRSLSLSSSKSNSQALNSSAQQHRGAAWWCYSGSMNSRHNSWDTVNTVLPEDPEVADLFSRCPRLPELEEFPWTEGDVARVLRKGAGGRRLPQFSAEAVRRLAGLLRRALIRVAREAQRLSVLHAKCTRFEVQSAVRLVHSWALAESCALAAVKALSLYSMSAGDGLRRGKSARCGLTFSVGRFFRWMVDTRISVRIHEYAAISLTACMENLVEEIRARVMASHSPDGGGAGGGEVSAEALEMVINNDAELWGVLQPYEHLICGKNANGVLSLP.... Result: 0 (no interaction). (4) The miRNA is hsa-miR-4662a-5p with sequence UUAGCCAAUUGUCCAUCUUUAG. The protein sequence of the target gene is MAAVRGLRVSVKAEAPAGPALGLPSPEAESGVDRGEPEPMEVEEGELEIVPVRRSLKELIPDTSRRYENKAGSFITGIDVTSKEAIEKKEQRAKRFHFRSEVNLAQRNVALDRDMMKKAIPKVRLETIYICGVDEMSTQDVFSYFKEYPPAHIEWLDDTSCNVVWLDEMTATRALINMSSLPAQDKIRSRDASEDKSAEKRKKDKQEDSSDDDEAEEGEVEDENSSDVELDTLSQVEEESLLRNDLRPANKLAKGNRLFMRFATKDDKKELGAARRSQYYMKYGNPNYGGMKGILSNSWK.... Result: 1 (interaction). (5) The miRNA is mmu-miR-30e-5p with sequence UGUAAACAUCCUUGACUGGAAG. The protein sequence of the target gene is MAADSREEKDGELNVLDDILTEVPEQDDELYNPESEQDKNEKKGSKRKSERMESTDTKRQKPSIHSRQLISKPLSSSVSNNKRIVSTKGKSVTEYKNEEYQRSERNKRLDADRKIRLSSSSSREPYKSQPEKTCLRKRDSERRAKSPTPDGSERIGLEVDRRASRSSQSSKEEVNSEDYGSDHETGSSGSSEQGNNTENEEEGGEEDVEEDEEVDEDAEDDEEVDEDAEEEEEEDEEEEEDEDEDEEEEEYEQDERDQKEEGNDYDTRSEASDSGSESVSFTDGSVRSGSGTDGSDEKKK.... Result: 1 (interaction). (6) The miRNA is hsa-miR-6878-5p with sequence AGGGAGAAAGCUAGAAGCUGAAG. The protein sequence of the target gene is MSSKRTKTKTKKRPQRATSNVFAMFDQSQIQEFKEAFNMIDQNRDGFIDKEDLHDMLASLGKNPTDEYLDAMMNEAPGPINFTMFLTMFGEKLNGTDPEDVIRNAFACFDEEATGTIQEDYLRELLTTMGDRFTDEEVDELYREAPIDKKGNFNYIEFTRILKHGAKDKDD. Result: 1 (interaction).